This data is from Catalyst prediction with 721,799 reactions and 888 catalyst types from USPTO. The task is: Predict which catalyst facilitates the given reaction. (1) Reactant: [OH-].[Li+].[CH3:3][S:4]([O:7][C:8]1[C:9]([O:20][CH3:21])=[C:10]2[C:14](=[CH:15][CH:16]=1)[N:13](C(=O)C)[N:12]=[CH:11]2)(=[O:6])=[O:5].O. Product: [CH3:3][S:4]([O:7][C:8]1[C:9]([O:20][CH3:21])=[C:10]2[C:14](=[CH:15][CH:16]=1)[NH:13][N:12]=[CH:11]2)(=[O:5])=[O:6]. The catalyst class is: 83. (2) Reactant: O.[NH2:2][NH2:3].[CH3:4][C:5]1[CH:6]=[CH:7][C:8]([N:22]2[N:26]=[CH:25][CH:24]=[N:23]2)=[C:9]([CH:21]=1)[C:10]([N:12]1[CH2:16][CH2:15][CH2:14][C@H:13]1[C:17]([O:19]C)=O)=[O:11]. Product: [CH3:4][C:5]1[CH:6]=[CH:7][C:8]([N:22]2[N:23]=[CH:24][CH:25]=[N:26]2)=[C:9]([CH:21]=1)[C:10]([N:12]1[CH2:16][CH2:15][CH2:14][C@H:13]1[C:17]([NH:2][NH2:3])=[O:19])=[O:11]. The catalyst class is: 14. (3) Reactant: [Se:1]1[CH:5]=[CH:4][CH:3]=[C:2]1[C:6]1[Se:7][CH:8]=[CH:9][C:10]=1[C:11]1[Se:12][CH:13]=[CH:14][C:15]=1[C:16]1[Se:17][CH:18]=[CH:19][C:20]=1C1[Se]C=CC=1C1[Se]C=CC=1C1[Se]C=CC=1C1[Se]C=CC=1.C1C(=O)N([Br:48])C(=O)C1. Product: [Br:48][C:2]1([C:6]2[Se:7][CH:8]=[CH:9][C:10]=2[C:11]2[Se:12][CH:13]=[CH:14][C:15]=2[C:16]2[Se:17][CH:18]=[CH:19][CH:20]=2)[CH2:3][CH:4]=[CH:5][Se:1]1. The catalyst class is: 22. (4) Reactant: [NH2:1][C:2]1[CH:7]=[CH:6][C:5]([C@H:8]([CH3:15])[CH2:9][C:10]([O:12][CH2:13][CH3:14])=[O:11])=[CH:4][CH:3]=1.[N:16]1([C:25]([NH:27][C:28]2[CH:33]=[CH:32][C:31]([CH2:34][C:35](O)=[O:36])=[CH:30][C:29]=2[O:38][CH3:39])=[O:26])[C:24]2[C:19](=[CH:20][CH:21]=[CH:22][CH:23]=2)[CH2:18][CH2:17]1.F[P-](F)(F)(F)(F)F.N1(OC(N(C)C)=[N+](C)C)C2N=CC=CC=2N=N1.C(N(C(C)C)CC)(C)C. Product: [N:16]1([C:25]([NH:27][C:28]2[CH:33]=[CH:32][C:31]([CH2:34][C:35]([NH:1][C:2]3[CH:3]=[CH:4][C:5]([C@H:8]([CH3:15])[CH2:9][C:10]([O:12][CH2:13][CH3:14])=[O:11])=[CH:6][CH:7]=3)=[O:36])=[CH:30][C:29]=2[O:38][CH3:39])=[O:26])[C:24]2[C:19](=[CH:20][CH:21]=[CH:22][CH:23]=2)[CH2:18][CH2:17]1. The catalyst class is: 35. (5) Reactant: [Br:1][C:2]1[CH:10]=[CH:9][C:5]([C:6](O)=[O:7])=[C:4]([CH3:11])[CH:3]=1.C(Cl)(=O)C(Cl)=O.[CH3:18][NH:19][CH3:20]. Product: [Br:1][C:2]1[CH:10]=[CH:9][C:5]([C:6]([N:19]([CH3:20])[CH3:18])=[O:7])=[C:4]([CH3:11])[CH:3]=1. The catalyst class is: 85. (6) Reactant: [CH2:1]([O:8][C:9]1[CH:14]=[CH:13][C:12]([CH2:15][CH2:16]O)=[CH:11][C:10]=1[F:18])[C:2]1[CH:7]=[CH:6][CH:5]=[CH:4][CH:3]=1.C(Br)(Br)(Br)[Br:20].C1C=CC(P(C2C=CC=CC=2)C2C=CC=CC=2)=CC=1.CCOCC. The catalyst class is: 2. Product: [CH2:1]([O:8][C:9]1[CH:14]=[CH:13][C:12]([CH2:15][CH2:16][Br:20])=[CH:11][C:10]=1[F:18])[C:2]1[CH:7]=[CH:6][CH:5]=[CH:4][CH:3]=1. (7) Reactant: C([O:8][C:9]1[CH:14]=[CH:13][C:12]([N:15]2[C:19]([C:20]3[CH:25]=[CH:24][N:23]=[CH:22][CH:21]=3)=[CH:18][N:17]=[CH:16]2)=[CH:11][CH:10]=1)C1C=CC=CC=1.C1(OC)C=CC=CC=1. Product: [N:23]1[CH:24]=[CH:25][C:20]([C:19]2[N:15]([C:12]3[CH:13]=[CH:14][C:9]([OH:8])=[CH:10][CH:11]=3)[CH:16]=[N:17][CH:18]=2)=[CH:21][CH:22]=1. The catalyst class is: 55.